From a dataset of Reaction yield outcomes from USPTO patents with 853,638 reactions. Predict the reaction yield, written as a fraction of the theoretical maximum amount of product (1.0 means a 100% yield; for example, 0.34 means a 34% yield). (1) The reactants are [OH-:1].[Na+].C(O[C:11]([NH:13][C@H:14]([C:18](O)=O)[CH:15]([CH3:17])[CH3:16])=O)C1C=CC=CC=1.COC(=O)[CH2:24][NH2:25].C(Cl)Cl.[CH3:30][OH:31].[C:32](O)([CH3:35])([CH3:34])[CH3:33]. The catalyst is O. The product is [C:32]([O:1][C:30]([N:25]1[CH2:24][CH2:11][NH:13][C@@H:14]([CH:15]([CH3:16])[CH3:17])[CH2:18]1)=[O:31])([CH3:35])([CH3:34])[CH3:33]. The yield is 0.984. (2) The reactants are [CH2:1]([O:3][C:4]1[CH:5]=[C:6]([C@H:12]([NH2:18])[CH2:13][S:14]([CH3:17])(=[O:16])=[O:15])[CH:7]=[CH:8][C:9]=1[O:10][CH3:11])[CH3:2].C[O:20][C:21](=O)[C:22]1[C:27]([NH:28][C:29]([CH:31]2[CH2:33][CH2:32]2)=[O:30])=[CH:26][CH:25]=[C:24]([Br:34])[C:23]=1[CH2:35]Br.C(N(CC)CC)C. The catalyst is CN(C=O)C. The product is [Br:34][C:24]1[CH:25]=[CH:26][C:27]([NH:28][C:29]([CH:31]2[CH2:32][CH2:33]2)=[O:30])=[C:22]2[C:23]=1[CH2:35][N:18]([C@@H:12]([C:6]1[CH:7]=[CH:8][C:9]([O:10][CH3:11])=[C:4]([O:3][CH2:1][CH3:2])[CH:5]=1)[CH2:13][S:14]([CH3:17])(=[O:16])=[O:15])[C:21]2=[O:20]. The yield is 0.740. (3) The reactants are [OH:1][CH2:2][C:3]1[CH:16]=[CH:15][C:14]2[O:13][C:12]3[C:7]4=[C:8]([C:17](=[O:20])[NH:18][N:19]=[C:6]4[C:5]=2[CH:4]=1)[CH:9]=[CH:10][CH:11]=3.[CH3:21][N:22]([CH3:27])[CH2:23][C:24](O)=[O:25].C(Cl)CCl. The catalyst is CN(C=O)C.CN(C1C=CN=CC=1)C. The product is [O:20]=[C:17]1[C:8]2[CH:9]=[CH:10][CH:11]=[C:12]3[O:13][C:14]4[CH:15]=[CH:16][C:3]([CH2:2][O:1][C:24](=[O:25])[CH2:23][N:22]([CH3:27])[CH3:21])=[CH:4][C:5]=4[C:6]([C:7]=23)=[N:19][NH:18]1. The yield is 0.300. (4) The reactants are [CH:1]([C:4]1[CH:9]=[CH:8][C:7]([C:10]2[O:14][C:13](=[O:15])[NH:12][N:11]=2)=[CH:6][CH:5]=1)([CH3:3])[CH3:2].[OH-:16].[Na+]. The catalyst is ClCCl.[Br-].C([N+](CCCC)(CCCC)CCCC)CCC. The product is [CH:1]([C:4]1[CH:9]=[CH:8][C:7]([C:10]2[O:14][C:13](=[O:15])[N:12]([CH2:1][C:4]3[CH:9]=[CH:8][C:7]([C:10]([O:14][CH3:13])=[O:16])=[CH:6][CH:5]=3)[N:11]=2)=[CH:6][CH:5]=1)([CH3:3])[CH3:2]. The yield is 0.930. (5) The reactants are OC1C=C(N[C:9]2[N:14]=[C:13]([NH:15][C:16]3[CH:21]=[CH:20][CH:19]=[C:18]([OH:22])[CH:17]=3)[C:12]([F:23])=[CH:11][N:10]=2)C=CC=1.[OH:24][C:25]1[C:26]([CH3:32])=[C:27]([CH:29]=[CH:30][CH:31]=1)[NH2:28].Cl[C:34]1N=C(Cl)C(F)=CN=1. No catalyst specified. The product is [OH:24][C:25]1[C:26]([CH3:32])=[C:27]([NH:28][C:9]2[N:14]=[C:13]([NH:15][C:16]3[CH:21]=[CH:20][CH:19]=[C:18]([OH:22])[C:17]=3[CH3:34])[C:12]([F:23])=[CH:11][N:10]=2)[CH:29]=[CH:30][CH:31]=1. The yield is 0.880. (6) The reactants are [CH2:1]([O:8][C:9](=[O:33])[C@@H:10]([NH:20][C:21](=[O:32])[C@@H:22]([NH:24][C:25]([O:27]C(C)(C)C)=O)[CH3:23])[CH2:11][C:12]1[CH:17]=[CH:16][C:15]([O:18][CH3:19])=[CH:14][CH:13]=1)[C:2]1[CH:7]=[CH:6][CH:5]=[CH:4][CH:3]=1.FC(F)(F)C(O)=O.[CH3:41][N:42]1[C:46]([CH2:47][CH2:48]C(O)=O)=[CH:45][CH:44]=[N:43]1.C(N(CC)C(C)C)(C)C.CN(C(ON1N=NC2C=CC=NC1=2)=[N+](C)C)C.F[P-](F)(F)(F)(F)F. The catalyst is ClCCl.CN(C=O)C. The product is [CH2:1]([O:8][C:9](=[O:33])[C@@H:10]([NH:20][C:21](=[O:32])[C@@H:22]([NH:24][C:25](=[O:27])[CH2:48][CH2:47][C:46]1[N:42]([CH3:41])[N:43]=[CH:44][CH:45]=1)[CH3:23])[CH2:11][C:12]1[CH:17]=[CH:16][C:15]([O:18][CH3:19])=[CH:14][CH:13]=1)[C:2]1[CH:3]=[CH:4][CH:5]=[CH:6][CH:7]=1. The yield is 0.470.